This data is from HIV replication inhibition screening data with 41,000+ compounds from the AIDS Antiviral Screen. The task is: Binary Classification. Given a drug SMILES string, predict its activity (active/inactive) in a high-throughput screening assay against a specified biological target. (1) The drug is CC(=O)C(=Cc1ccc(-c2ccccc2)cc1)C(=O)c1ccccc1. The result is 0 (inactive). (2) The drug is C=CCN1CCC(c2cc(C(=O)OCC)[nH]c2-c2cc(C)no2)C1=O. The result is 0 (inactive). (3) The compound is COc1ccc2nc3cccc([N+](=O)[O-])c3c(NCCC(=O)O)c2c1. The result is 0 (inactive). (4) The compound is CC(=O)OC1C=C2c3cc4c(c(O)c3C(=O)NC2C(OC(C)=O)C1OC(C)=O)OCO4. The result is 0 (inactive). (5) The molecule is O=C(c1ccccc1)N1CCC(Nc2nccs2)O1. The result is 0 (inactive). (6) The drug is O=C1C=CC(=O)C2C1C1CC3C=CC312. The result is 0 (inactive).